From a dataset of Full USPTO retrosynthesis dataset with 1.9M reactions from patents (1976-2016). Predict the reactants needed to synthesize the given product. (1) Given the product [Br:1][C:2]1[C:3]([O:13][CH2:12][CH:11]([CH3:14])[CH3:10])=[N:4][C:5]([Cl:8])=[N:6][CH:7]=1, predict the reactants needed to synthesize it. The reactants are: [Br:1][C:2]1[C:3](Cl)=[N:4][C:5]([Cl:8])=[N:6][CH:7]=1.[CH3:10][CH:11]([CH3:14])[CH2:12][OH:13].[H-].[Na+].O. (2) Given the product [Br:1][C:2]1[C:3](=[O:10])[N:4]([CH3:9])[C:5]([CH2:18][CH:12]2[CH2:17][CH2:16][CH2:15][CH2:14][CH2:13]2)=[N:6][CH:7]=1, predict the reactants needed to synthesize it. The reactants are: [Br:1][C:2]1[C:3](=[O:10])[N:4]([CH3:9])[C:5](Cl)=[N:6][CH:7]=1.[Br-].[CH:12]1([CH2:18][Zn+])[CH2:17][CH2:16][CH2:15][CH2:14][CH2:13]1.